This data is from Experimentally validated miRNA-target interactions with 360,000+ pairs, plus equal number of negative samples. The task is: Binary Classification. Given a miRNA mature sequence and a target amino acid sequence, predict their likelihood of interaction. (1) The miRNA is hsa-miR-646 with sequence AAGCAGCUGCCUCUGAGGC. The protein sequence of the target gene is MTMISDLSKDLVEEILSKAPITSLGAVRSTHKQWNALSKGRLLYKAEAKDQFLGFMVMDHRFLSMIFHLNGILKGDGEGFDRPSIREVGDIVNQIDISKVFQCDGLVLCVPSDNSSVVVWNPYLGQTKWIEAREPHDESDMFALGYDKDKNHKILRLYDECYYYYEVYNFKTESWGEEDHLPGWDIDSYNRGVSLNGNTYFLTQEQRAKDKYRVFLLCFNFTTEKFENFIAMPFKYHRKYVGTLSCVGNEKLAALYQRWDTGEMAIWVTTKIESNEVLWSNLFKVDMKPLVRFGFQQCKD.... Result: 0 (no interaction). (2) The miRNA is mmu-miR-1224-5p with sequence GUGAGGACUGGGGAGGUGGAG. The protein sequence of the target gene is MSRRAPGSRLSSGGGGTKYPRSWNDWQPRTDSASADPDTLKYSSSRDRGVSSSYGLQPSNSAVVSRQRHDDTRGHADIQNDEKGGYSVNGGSGENTYGRKSLGQELRINNVTSPEFTSVQHGSRALATKDMRKSQERSMSYSDESRLSNLLRRITREDDRDRRLATVKQLKEFIQQPENKLVLVKQLDNILAAVHDVLNESSKLLQELRQEGACCLGLLCASLSYEAEKIFKWIFSKFSSSAKDEVKLLYLCATYRALETVGEKKAFSSVMQLVMTSLQSILENVDTPELLCKCVKCILL.... Result: 1 (interaction). (3) The miRNA is hsa-miR-6791-5p with sequence CCCCUGGGGCUGGGCAGGCGGA. The protein sequence of the target gene is MAPRKGSSRVAKTNSLRRRKLASFLKDFDREVEIRIKQIESDRQNLLKEVDNLYNIEILRLPKALREMNWLDYFALGGNKQALEEAATADLDITEINKLTAEAIQTPLKSAKTRKVIQVDEMIVEEEEEEENERKNLQTARVKRCPPSKKRTQSIQGKGKGKRSSRANTVTPAVGRLEVSMVKPTPGLTPRFDSRVFKTPGLRTPAAGERIYNISGNGSPLADSKEIFLTVPVGGGESLRLLASDLQRHSIAQLDPEALGNIKKLSNRLAQICSSIRTHK. Result: 0 (no interaction). (4) The miRNA is hsa-miR-1269b with sequence CUGGACUGAGCCAUGCUACUGG. The protein sequence of the target gene is MKLLTHNLLSSHVRGVGSRGFPLRLQATEVRICPVEFNPNFVARMIPKVEWSAFLEAADNLRLIQVPKGPVEGYEENEEFLRTMHHLLLEVEVIEGTLQCPESGRMFPISRGIPNMLLSEEETES. Result: 0 (no interaction). (5) The miRNA is hsa-miR-4668-5p with sequence AGGGAAAAAAAAAAGGAUUUGUC. The protein sequence of the target gene is MALQVELIPTGEIIRVVHPHRPCKLALGSDGVRVTMESALTARDRVGVQDFVLLENFTSEAAFIENLRRRFRENLIYTYIGPVLVSVNPYRDLQIYSRQHMERYRGVSFYEVPPHLFAVADTVYRALRTERRDQAVMISGESGAGKTEATKRLLQFYAETCPAPERGGAVRDRLLQSNPVLEAFGNAKTLRNDNSSRFGKYMDVQFDFKGAPVGGHILSYLLEKSRVVHQNHGERNFHVFYQLLEGGEEETLRRLGLERNPQSYLYLVKGQCAKVSSINDKSDWKVMRKALSVIDFTEDE.... Result: 0 (no interaction). (6) The miRNA is hsa-miR-4680-5p with sequence AGAACUCUUGCAGUCUUAGAUGU. The protein sequence of the target gene is MASRRMETKPVITCLKTLLIIYSFVFWITGVILLAVGVWGKLTLGTYISLIAENSTNAPYVLIGTGTTIVVFGLFGCFATCRGSPWMLKLYAMFLSLVFLAELVAGISGFVFRHEIKDTFLRTYTDAMQTYNGNDERSRAVDHVQRSLSCCGVQNYTNWSTSPYFLEHGIPPSCCMNETDCNPQDLHNLTVAATKVNQKGCYDLVTSFMETNMGIIAGVAFGIAFSQLIGMLLACCLSRFITANQYEMV. Result: 0 (no interaction).